This data is from Full USPTO retrosynthesis dataset with 1.9M reactions from patents (1976-2016). The task is: Predict the reactants needed to synthesize the given product. (1) Given the product [CH3:1][N:2]([CH3:8])[CH:3]=[C:15]([C:10]1[CH:11]=[CH:12][CH:13]=[CH:14][N:9]=1)[C:16]([O:18][CH3:19])=[O:17], predict the reactants needed to synthesize it. The reactants are: [CH3:1][N:2]([CH3:8])[CH2:3][CH2:1][N:2]([CH3:8])[CH3:3].[N:9]1[CH:14]=[CH:13][CH:12]=[CH:11][C:10]=1[CH2:15][C:16]([O:18][CH3:19])=[O:17].COC(OC)N(C)C. (2) The reactants are: [Cl:1][C:2]1[CH:19]=[CH:18][C:5]([CH2:6][C:7]2[O:11][C:10](I)=[N:9][C:8]=2[C:13]([O:15][CH2:16][CH3:17])=[O:14])=[CH:4][CH:3]=1.[Cl-].[Li+].C[Sn](C)(C)[C:24]1[CH:29]=[CH:28][N:27]=[CH:26][CH:25]=1. Given the product [Cl:1][C:2]1[CH:19]=[CH:18][C:5]([CH2:6][C:7]2[O:11][C:10]([C:24]3[CH:29]=[CH:28][N:27]=[CH:26][CH:25]=3)=[N:9][C:8]=2[C:13]([O:15][CH2:16][CH3:17])=[O:14])=[CH:4][CH:3]=1, predict the reactants needed to synthesize it.